Dataset: Forward reaction prediction with 1.9M reactions from USPTO patents (1976-2016). Task: Predict the product of the given reaction. The product is: [Si:1]([O:8][CH2:9][C:10]1([CH3:38])[S:16][CH2:15][CH2:14][N:13]2[C:17]([C:20]3([C:23]4[CH:28]=[CH:27][C:26]([C:40]5[CH:45]=[CH:44][CH:43]=[C:42]([O:46][CH3:47])[N:41]=5)=[CH:25][CH:24]=4)[CH2:22][CH2:21]3)=[N:18][N:19]=[C:12]2[CH2:11]1)([C:4]([CH3:5])([CH3:6])[CH3:7])([CH3:2])[CH3:3]. Given the reactants [Si:1]([O:8][CH2:9][C:10]1([CH3:38])[S:16][CH2:15][CH2:14][N:13]2[C:17]([C:20]3([C:23]4[CH:28]=[CH:27][C:26](B5OC(C)(C)C(C)(C)O5)=[CH:25][CH:24]=4)[CH2:22][CH2:21]3)=[N:18][N:19]=[C:12]2[CH2:11]1)([C:4]([CH3:7])([CH3:6])[CH3:5])([CH3:3])[CH3:2].Br[C:40]1[CH:45]=[CH:44][CH:43]=[C:42]([O:46][CH3:47])[N:41]=1.C(=O)([O-])[O-].[K+].[K+].C(=O)([O-])O.[Na+], predict the reaction product.